Dataset: Reaction yield outcomes from USPTO patents with 853,638 reactions. Task: Predict the reaction yield, written as a fraction of the theoretical maximum amount of product (1.0 means a 100% yield; for example, 0.34 means a 34% yield). (1) The reactants are [CH3:16][C:11]1([CH3:17])[C:12]([CH3:15])([CH3:14])[O:13][B:9]([B:9]2[O:13][C:12]([CH3:15])([CH3:14])[C:11]([CH3:17])([CH3:16])[O:10]2)[O:10]1.[C:19]([O-])(=O)[CH3:20].[K+].O1[CH2:29][CH2:28][O:27][CH2:26]C1.ClCCl.[OH2:33]. The catalyst is C(OCC)(=O)C.C1(P(C2C=CC=CC=2)[C-]2C=CC=C2)C=CC=CC=1.[C-]1(P(C2C=CC=CC=2)C2C=CC=CC=2)C=CC=C1.[Fe+2]. The product is [CH3:15][C:12]1([CH3:14])[C:11]([CH3:16])([CH3:17])[O:10][B:9]([C:20]2[CH2:19][CH2:14][CH:12]([CH2:29][C:28]([O:27][CH3:26])=[O:33])[CH2:11][CH:16]=2)[O:13]1. The yield is 0.290. (2) The reactants are [F:1][CH:2]1[CH2:6][N:5]([C@@H](C2C=CC=CC=2)C)[CH2:4][C@@:3]1([CH3:22])[C:15]([O:17][C:18]([CH3:21])([CH3:20])[CH3:19])=[O:16].[CH2:23]([O:30][C:31](Cl)=[O:32])[C:24]1[CH:29]=[CH:28][CH:27]=[CH:26][CH:25]=1. The catalyst is ClCCl. The product is [CH2:23]([O:30][C:31]([N:5]1[CH2:6][CH:2]([F:1])[C@:3]([CH3:22])([C:15]([O:17][C:18]([CH3:21])([CH3:20])[CH3:19])=[O:16])[CH2:4]1)=[O:32])[C:24]1[CH:29]=[CH:28][CH:27]=[CH:26][CH:25]=1. The yield is 0.770. (3) The reactants are Cl.[NH:2]1[CH2:5][CH:4]([CH2:6][S:7]([C:10]2[CH:17]=[CH:16][C:13]([C:14]#[N:15])=[CH:12][CH:11]=2)(=[O:9])=[O:8])[CH2:3]1.Br[CH2:19][C:20]([C:22]1[CH:27]=[CH:26][C:25]([F:28])=[CH:24][CH:23]=1)=[O:21]. No catalyst specified. The product is [F:28][C:25]1[CH:26]=[CH:27][C:22]([C:20](=[O:21])[CH2:19][N:2]2[CH2:5][CH:4]([CH2:6][S:7]([C:10]3[CH:17]=[CH:16][C:13]([C:14]#[N:15])=[CH:12][CH:11]=3)(=[O:9])=[O:8])[CH2:3]2)=[CH:23][CH:24]=1. The yield is 0.290. (4) The reactants are C([O:4][C:5](=[O:38])[C:6]([CH:30]([C:32]1[CH:37]=[CH:36][CH:35]=[CH:34][CH:33]=1)[CH3:31])([NH2:29])[CH:7]([CH2:22][C:23]1[CH:28]=[CH:27][CH:26]=[CH:25][CH:24]=1)[C:8]1[CH:13]=[CH:12][C:11]([NH:14][C:15]([O:17][C:18]([CH3:21])([CH3:20])[CH3:19])=[O:16])=[CH:10][CH:9]=1)(C)C.C(N(C(C1C=CC=CC=1)C)C(=O)C1C=CC=CC=1)C1C=CC=CC=1.[OH-].[Li+]. The catalyst is CO.O. The product is [CH2:22]([CH:7]([C:8]1[CH:9]=[CH:10][C:11]([NH:14][C:15]([O:17][C:18]([CH3:19])([CH3:21])[CH3:20])=[O:16])=[CH:12][CH:13]=1)[C:6]([CH:30]([C:32]1[CH:37]=[CH:36][CH:35]=[CH:34][CH:33]=1)[CH3:31])([NH2:29])[C:5]([OH:38])=[O:4])[C:23]1[CH:28]=[CH:27][CH:26]=[CH:25][CH:24]=1. The yield is 0.850. (5) The reactants are [F:1][C:2]([F:14])([O:6][C:7]1[CH:8]=[C:9]([CH3:13])[CH:10]=[CH:11][CH:12]=1)[CH:3]([F:5])[F:4].[Br:15]N1C(=O)CCC1=O. The catalyst is C(Cl)(Cl)(Cl)Cl.N(C(C)(C)C#N)=NC(C)(C)C#N. The product is [F:1][C:2]([F:14])([O:6][C:7]1[CH:8]=[C:9]([CH2:13][Br:15])[CH:10]=[CH:11][CH:12]=1)[CH:3]([F:4])[F:5]. The yield is 0.960. (6) The reactants are [CH2:1]([O:8][N:9]1[C:15](=[O:16])[N:14]2[CH2:17][C@H:10]1[CH2:11][CH2:12][C@H:13]2[C:18]([OH:20])=O)[C:2]1[CH:7]=[CH:6][CH:5]=[CH:4][CH:3]=1.[NH2:21][O:22][CH2:23][CH:24]1[CH2:30][N:29]([C:31]([O:33][C:34]([CH3:37])([CH3:36])[CH3:35])=[O:32])[CH2:28][CH2:27][CH2:26][O:25]1.ON1C2C=CC=CC=2N=N1.Cl.C(N=C=NCCCN(C)C)C. The yield is 0.800. The product is [CH2:1]([O:8][N:9]1[C:15](=[O:16])[N:14]2[CH2:17][C@H:10]1[CH2:11][CH2:12][C@H:13]2[C:18]([NH:21][O:22][CH2:23][CH:24]1[CH2:30][N:29]([C:31]([O:33][C:34]([CH3:37])([CH3:36])[CH3:35])=[O:32])[CH2:28][CH2:27][CH2:26][O:25]1)=[O:20])[C:2]1[CH:3]=[CH:4][CH:5]=[CH:6][CH:7]=1. The catalyst is C(Cl)Cl.